This data is from Tyrosyl-DNA phosphodiesterase HTS with 341,365 compounds. The task is: Binary Classification. Given a drug SMILES string, predict its activity (active/inactive) in a high-throughput screening assay against a specified biological target. (1) The drug is O=C(N1CCc2c1ccc(N\C=C(/C(OCC)=O)C(OCC)=O)c2)C. The result is 0 (inactive). (2) The drug is Clc1c(cc(N2N=C(/C(C2=O)=C\C=C/c2occc2)C(F)(F)F)cc1)C(O)=O. The result is 0 (inactive). (3) The molecule is S(=O)(=O)(N1C(CCC1)CNC(=O)C(=O)NCCN(C)C)c1sccc1. The result is 0 (inactive). (4) The molecule is OC(=O)C(NC(=O)c1ccc(N(Cc2nc3c(nc2)nc(nc3N)N)C)cc1)CCC(O)=O. The result is 0 (inactive). (5) The drug is o1c2c(c(OC(=O)c3ccccc3)cc1=O)cccc2. The result is 0 (inactive). (6) The compound is S1CC(=Nn2\c([nH]nc12)=C1\C(=O)C=CC=C1)c1cc(OC)ccc1. The result is 0 (inactive). (7) The molecule is O=C1N(Cc2c1c(ccc2)C(O)=O)c1ccc(OC)cc1. The result is 1 (active).